Dataset: Reaction yield outcomes from USPTO patents with 853,638 reactions. Task: Predict the reaction yield, written as a fraction of the theoretical maximum amount of product (1.0 means a 100% yield; for example, 0.34 means a 34% yield). The reactants are [N:1]1[C:8]([Cl:9])=[N:7][C:5]([Cl:6])=[N:4][C:2]=1[Cl:3].[Cl-].[Al+3].[Cl-].[Cl-].[OH-].[Al+3].[OH-].[OH-].[C:18]1([CH3:25])[CH:23]=[CH:22][CH:21]=[C:20]([CH3:24])[CH:19]=1. The catalyst is ClC1C=CC=CC=1. The product is [N:1]1[C:8]([Cl:9])=[N:7][C:5]([Cl:6])=[N:4][C:2]=1[Cl:3].[Cl:3][C:2]1[N:4]=[C:5]([C:23]2[CH:22]=[CH:21][C:20]([CH3:24])=[CH:19][C:18]=2[CH3:25])[N:7]=[C:8]([C:23]2[CH:22]=[CH:21][C:20]([CH3:24])=[CH:19][C:18]=2[CH3:25])[N:1]=1.[CH3:25][C:18]1[CH:19]=[C:20]([CH3:24])[CH:21]=[CH:22][C:23]=1[C:2]1[N:4]=[C:5]([C:23]2[CH:22]=[CH:21][C:20]([CH3:24])=[CH:19][C:18]=2[CH3:25])[N:7]=[C:8]([C:23]2[CH:22]=[CH:21][C:20]([CH3:24])=[CH:19][C:18]=2[CH3:25])[N:1]=1. The yield is 0.980.